This data is from Experimentally validated miRNA-target interactions with 360,000+ pairs, plus equal number of negative samples. The task is: Binary Classification. Given a miRNA mature sequence and a target amino acid sequence, predict their likelihood of interaction. (1) The miRNA is hsa-miR-6774-3p with sequence UCGUGUCCCUCUUGUCCACAG. The protein sequence of the target gene is MAEEPQSVLQLPTSIAAGGEGLTDVSPETTTPEPPSSAAVSPGTEEPAGDTKKKIDILLKAVGDTPIMKTKKWAVERTRTIQGLIDFIKKFLKLVASEQLFIYVNQSFAPSPDQEVGTLYECFGSDGKLVLHYCKSQAWG. Result: 0 (no interaction). (2) The miRNA is hsa-miR-432-5p with sequence UCUUGGAGUAGGUCAUUGGGUGG. The protein sequence of the target gene is MGKRYFCDYCDRSFQDNLHNRKKHLNGLQHLKAKKVWYDMFRDAAAILLDEQNKRPCRKFLLTGQCDFGSNCRFSHMSERDLQELSIQVEEERRAREWLLDAPELPEGHLEDWLEKRAKRLSSAPSSRAEPIRTTVFQYPVGWPPVQELPPSLRAPPPGGWPLQPRVQWG. Result: 0 (no interaction). (3) The protein sequence of the target gene is MQRMIQQFAAEYTSKNSSTQDPSQPNSTKNQSLPKASPVTTSPTAATTQNPVLSKLLMADQDSPLDLTVRKSQSEPSEQDGVLDLSTKKSPCAGSTSLSHSPGCSSTQGNGRPGRPSQYRPDGLRSGDGVPPRSLQDGTREGFGHSTSLKVPLARSLQISEELLSRNQLSTAASLGPSGLQNHGQHLILSREASWAKPHYEFNLSRMKFRGNGALSNISDLPFLAENSAFPKMALQAKQDGKKDVSHSSPVDLKIPQVRGMDLSWESRTGDQYSYSSLVMGSQTESALSKKLRAILPKQS.... Result: 1 (interaction). The miRNA is hsa-miR-935 with sequence CCAGUUACCGCUUCCGCUACCGC. (4) The miRNA is hsa-miR-3157-5p with sequence UUCAGCCAGGCUAGUGCAGUCU. Result: 1 (interaction). The protein sequence of the target gene is MAPARCFSARLRTVFQGVGHWALSTWAGLKPSRLLPQRASPRLLSVGRADLAKHQELPGKKLLSEKKLKRYFVDYRRVLVCGGNGGAGASCFHSEPRKEFGGPDGGDGGNGGHVILRVDQQVKSLSSVLSRYQGFSGEDGGSKNCFGRSGAVLYIRVPVGTLVKEGGRVVADLSCVGDEYIAALGGAGGKGNRFFLANNNRAPVTCTPGQPGQQRVLHLELKTVAHAGMVGFPNAGKSSLLRAISNARPAVASYPFTTLKPHVGIVHYEGHLQIAVADIPGIIRGAHQNRGLGSAFLRHI.... (5) The miRNA is hsa-miR-367-5p with sequence ACUGUUGCUAAUAUGCAACUCU. The protein sequence of the target gene is MSHGTYYECEPRGGQQPLEFSGGRAGPGELGDMCEHEASIDLSAYIESGEEQLLSDLFAMKPTPEARSLKGPGAPSFPHYLPADPRPFAYPSHTFGPDRKALGPGIYSNPGSYDPRAVAVKEEPRGPEGNRGTSRGSYNPLQYQVAHCGQTAVHLPPTLAAPGQPLRVLKAPVAAAAPPCSPLLKAPSPAGPSHKGKKAVNKDSLEYRLRRERNNIAVRKSRDKAKRRIMETQQKVLEYMAENERLRNRVDQLTQELDTLRNLFRQIPEAASLIKGVGGCS. Result: 0 (no interaction). (6) The miRNA is hsa-miR-4458 with sequence AGAGGUAGGUGUGGAAGAA. The protein sequence of the target gene is MLPWKKHKFELLAEAPPRQASKPKGYAVSLHYSALSSLARACPEGALSRVGSMFRSKRKKLHITSEDPTYTVLYLGNATTIQARGDGCTDLAVGKIWSKSEAGRQGTKMKLTVSAQGIRMVHAEERALRRPGHLYLLHRVTYCVADARLPKVFAWVYRHELKHKAVMLRCHAVLVSKPEKAQAMALLLYQTSANALAEFKRLKRRDDARHQQQELVGAHTIPLVPLRKLLLHGPCCYKPPVERSRSAPKLGSITEDLLGEQLEQELQEEEEEEQPEGCPEEEENRAAEGDPAEEEAEAQR.... Result: 1 (interaction). (7) The miRNA is hsa-miR-6797-5p with sequence AGGAGGGAAGGGGCUGAGAACAGGA. The protein sequence of the target gene is MNIDDKLEGLFLKCGGIDEMQSSRAMVVMGGVSGQSAVSGELQESVLQDRSLPHQEILAADEVLQESEMRQQDMISHDELMVHEETVKNDEEQMDTHERLPQGLQYALNVPISVKQEITFTDVSEQLMRDKKQVREPVDLQKKKKRKQRSPAKILTINEDGSLGLKTPKSHVCEHCNAAFRTNYHLQRHVFIHTGEKPFQCSQCDMRFIQKYLLQRHEKIHTGEKPFRCDECGMRFIQKYHMERHKRTHSGEKPYQCEYCLQYFSRTDRVLKHKRMCHENHDKKLNRCAIKGGLLTSEED.... Result: 0 (no interaction). (8) The miRNA is mmu-miR-7018-3p with sequence UCACCCUGCUGCCGGCUUGCAG. The protein sequence of the target gene is MGDIKNFLYAWCGKRKMTPAYEIRAVGNKNRQKFMCEVRVEGFNYAGMGNSTNKKDAQSNAARDFVNYLVRINEVKSEEVPAVGIVPPPPILSDTSDSTASAAEGLPAPMGGPLPPHLALKAEENNSGVESSGYGSPGPTWDRGANLKDYYSRKEEQEVQATLESEEVDLNAGLHGNWTLENAKARLNQYFQKEKIQGEYKYTQVGPDHNRSFIAEMTIYIKQLGRRIFAREHGSNKKLAAQSCALSLVRQLYHLGVIEAYSGLTKKKEGERVEPYKVFLSPDLELQLQNVVQELDLEIV.... Result: 0 (no interaction). (9) The miRNA is hsa-miR-877-3p with sequence UCCUCUUCUCCCUCCUCCCAG. The protein sequence of the target gene is MGSLTFWDVTIEFALEEWQCLDMAQQNLYRNVMLENYRNLVFLGIAVSKLDLITCLKQGKEPWNMKRHEMVTKPPVISSHFTQDFWPDQSIKDSFQEIILRTYARCGHKNLRLRKDCESVNEGKMHEEAYNKLNQCWTTTQGKIFQCNKYVKVFHKYSNSNRYKIRHTKKKTFKCMKCSKSFFMLSHLIQHKRIHTRENIYKCEERGKAFKWFSTLIKHKIIHTEDKPYKYKKCGKAFNISSMFTKCKIIHTGKKPCKCEECGKVFNNSSTLMKHKIIHTGKKPYKCEECGKAFKQSSHL.... Result: 1 (interaction). (10) The miRNA is mmu-miR-7036a-3p with sequence CCGUCCUCAUCCGCUCCUCCCAG. The protein sequence of the target gene is MSFFGFGQSVEVEILLNDAESRKRAEHKTEDGKKEKYFLFYDGETVSGKVSLSLKNPNKRLEHQGIKIEFIGQIELYYDRGNHHEFVSLVKDLARPGEITQSQAFDFEFTHVEKPYESYTGQNVKLRYFLRATISRRLNDVVKEMDIVVHTLSTYPELNSSIKMEVGIEDCLHIEFEYNKSKYHLKDVIVGKIYFLLVRIKIKHMEIDIIKRETTGTGPNVYHENDTIAKYEIMDGAPVRGESIPIRLFLAGYELTPTMRDINKKFSVRYYLNLVLIDEEERRYFKQQEVVLWRKGDIVR.... Result: 0 (no interaction).